Dataset: Full USPTO retrosynthesis dataset with 1.9M reactions from patents (1976-2016). Task: Predict the reactants needed to synthesize the given product. (1) Given the product [CH3:40][C:41]1([CH2:46][CH2:47][C:48]([NH:1][C:2]2[CH:3]=[N:4][C:5]3[C:10]([C:11]=2[NH:12][NH:13][C:14]([O:16][C:17]([CH3:20])([CH3:19])[CH3:18])=[O:15])=[CH:9][CH:8]=[CH:7][CH:6]=3)=[O:49])[O:45][CH2:44][CH2:43][O:42]1, predict the reactants needed to synthesize it. The reactants are: [NH2:1][C:2]1[CH:3]=[N:4][C:5]2[C:10]([C:11]=1[NH:12][NH:13][C:14]([O:16][C:17]([CH3:20])([CH3:19])[CH3:18])=[O:15])=[CH:9][CH:8]=[CH:7][CH:6]=2.Cl.CN(C)CCCN=C=NCC.CN1CCOCC1.[CH3:40][C:41]1([CH2:46][CH2:47][C:48](O)=[O:49])[O:45][CH2:44][CH2:43][O:42]1. (2) Given the product [NH2:1][C:4]1[CH:9]=[CH:8][CH:7]=[CH:6][C:5]=1[NH:10][C:11]1[CH:21]=[CH:20][C:14]([C:15]([O:17][CH2:18][CH3:19])=[O:16])=[CH:13][CH:12]=1, predict the reactants needed to synthesize it. The reactants are: [N+:1]([C:4]1[CH:9]=[CH:8][CH:7]=[CH:6][C:5]=1[NH:10][C:11]1[CH:21]=[CH:20][C:14]([C:15]([O:17][CH2:18][CH3:19])=[O:16])=[CH:13][CH:12]=1)([O-])=O. (3) Given the product [C:1]([N:18]1[C:19]([CH2:31][CH2:32][CH2:33][CH3:34])([CH2:27][CH2:28][CH2:29][CH3:30])[C:20](=[O:26])[NH:21][CH:22]([C:24]([OH:36])=[O:25])[CH2:23]1)([O:3][CH2:4][CH:5]1[C:17]2[C:12](=[CH:13][CH:14]=[CH:15][CH:16]=2)[C:11]2[C:6]1=[CH:7][CH:8]=[CH:9][CH:10]=2)=[O:2], predict the reactants needed to synthesize it. The reactants are: [C:1]([N:18]1[CH2:23][CH:22]([CH2:24][OH:25])[NH:21][C:20](=[O:26])[C:19]1([CH2:31][CH2:32][CH2:33][CH3:34])[CH2:27][CH2:28][CH2:29][CH3:30])([O:3][CH2:4][CH:5]1[C:17]2[C:12](=[CH:13][CH:14]=[CH:15][CH:16]=2)[C:11]2[C:6]1=[CH:7][CH:8]=[CH:9][CH:10]=2)=[O:2].P([O-])([O-])([O-])=[O:36].CC1(C)N([O])C(C)(C)CCC1.Cl([O-])=O.[Na+].Cl[O-].[Na+].S([O-])(O)=O.[Na+]. (4) Given the product [C:1]([O:5][C:6]([C:8]1[O:9][C:10]2[CH:17]=[CH:16][CH:15]=[C:14]([O:18][CH3:21])[C:11]=2[C:12]=1[CH3:13])=[O:7])([CH3:4])([CH3:2])[CH3:3], predict the reactants needed to synthesize it. The reactants are: [C:1]([O:5][C:6]([C:8]1[O:9][C:10]2[CH:17]=[CH:16][CH:15]=[C:14]([OH:18])[C:11]=2[C:12]=1[CH3:13])=[O:7])([CH3:4])([CH3:3])[CH3:2].IC.[C:21]([O-])([O-])=O.[K+].[K+]. (5) Given the product [CH2:13]([O:15][C:6]([CH:5]1[CH2:4][CH2:3][CH:2]2[CH:8]([O:7]2)[CH2:9]1)=[O:10])[CH3:14], predict the reactants needed to synthesize it. The reactants are: I[C@H:2]1[C@H:8]2[CH2:9][C@H:5]([C:6](=[O:10])[O:7]2)[CH2:4][CH2:3]1.[OH-].[Na+].[CH2:13]([OH:15])[CH3:14]. (6) Given the product [I:29][C:26]1[N:25]=[C:23]([NH2:24])[C:22]2[N:21]=[C:20]([NH:32][CH3:31])[N:19]([C:28]=2[N:27]=1)[C@@H:6]1[O:7][C@H:8]([CH2:14][OH:15])[C@@H:9]([OH:10])[C@H:5]1[OH:4], predict the reactants needed to synthesize it. The reactants are: C([O:4][C@@H:5]1[C@H:9]([O:10]C(=O)C)[C@@H:8]([CH2:14][O:15]C(=O)C)[O:7][C@H:6]1[N:19]1[C:28]2[N:27]=[C:26]([I:29])[N:25]=[C:23]([NH2:24])[C:22]=2[N:21]=[C:20]1Br)(=O)C.[CH3:31][NH2:32].